From a dataset of Forward reaction prediction with 1.9M reactions from USPTO patents (1976-2016). Predict the product of the given reaction. (1) Given the reactants [C:1]([C:3]1[C:19]([O:20][CH2:21][C@@H:22]([NH:27][C:28](=[O:34])[O:29][C:30]([CH3:33])([CH3:32])[CH3:31])[CH2:23][CH:24]([CH3:26])[CH3:25])=[CH:18][C:6]2[N:7]([CH3:17])[C:8](=[O:16])[C:9]3[C:14]([C:5]=2[CH:4]=1)=[CH:13][CH:12]=[N:11][C:10]=3[CH3:15])#[N:2].[H-].[Na+].[CH3:37]I, predict the reaction product. The product is: [C:1]([C:3]1[C:19]([O:20][CH2:21][C@@H:22]([N:27]([CH3:37])[C:28](=[O:34])[O:29][C:30]([CH3:32])([CH3:31])[CH3:33])[CH2:23][CH:24]([CH3:26])[CH3:25])=[CH:18][C:6]2[N:7]([CH3:17])[C:8](=[O:16])[C:9]3[C:14]([C:5]=2[CH:4]=1)=[CH:13][CH:12]=[N:11][C:10]=3[CH3:15])#[N:2]. (2) The product is: [Cl:28][C:24]1[CH:23]=[C:22]2[NH:21][C:20](=[O:29])[C@:19]3([C@@H:18]([C:30]4[CH:35]=[CH:34][CH:33]=[C:32]([Cl:36])[C:31]=4[F:37])[C@H:17]([C:38](=[O:40])[NH:67][C:68]4[CH:75]=[CH:74][C:71]([C:72]#[N:73])=[CH:70][CH:69]=4)[NH:16][C@H:15]3[CH2:14][C:13]([CH3:42])([CH3:41])[CH2:12][O:11][C:8](=[O:10])[CH3:9])[C:27]2=[CH:26][CH:25]=1. Given the reactants FC(F)(F)C(O)=O.[C:8]([O:11][CH2:12][C:13]([CH3:42])([CH3:41])[CH2:14][CH:15]1[C:19]2([C:27]3[C:22](=[CH:23][C:24]([Cl:28])=[CH:25][CH:26]=3)[NH:21][C:20]2=[O:29])[CH:18]([C:30]2[CH:35]=[CH:34][CH:33]=[C:32]([Cl:36])[C:31]=2[F:37])[CH:17]([C:38]([OH:40])=O)[NH:16]1)(=[O:10])[CH3:9].C(N(C(C)C)CC)(C)C.C1(P(Cl)(C2C=CC=CC=2)=O)C=CC=CC=1.[NH2:67][C:68]1[CH:75]=[CH:74][C:71]([C:72]#[N:73])=[CH:70][CH:69]=1, predict the reaction product. (3) Given the reactants FC1C=CC(CNC(C2[C:11](=[O:21])[C:12](O)=[C:13]([C:16](OC)=O)[NH:14][CH:15]=2)=O)=CC=1.[Br:24]Br.[C:26]([OH:29])(=[O:28])[CH3:27], predict the reaction product. The product is: [Br:24][C:12]1[C:13]([CH3:16])=[N:14][CH:15]=[C:27]([C:11]=1[OH:21])[C:26]([OH:29])=[O:28]. (4) Given the reactants [Cl:1][C:2]1[CH:7]=[CH:6][C:5]([O:8][CH3:9])=[CH:4][C:3]=1I.CCN(CC)CC.[CH3:18][O:19][C:20](=[O:46])[C@@H:21]([NH:31][C:32]([C:34]1[C:35]([CH3:45])=[N:36][C:37]([NH:41][CH2:42][C:43]#[CH:44])=[N:38][C:39]=1[CH3:40])=[O:33])[CH2:22][NH:23][C:24]([C:26]1[S:27][CH:28]=[CH:29][CH:30]=1)=[O:25], predict the reaction product. The product is: [CH3:18][O:19][C:20](=[O:46])[C@@H:21]([NH:31][C:32]([C:34]1[C:39]([CH3:40])=[N:38][C:37]([NH:41][CH2:42][C:43]#[C:44][C:3]2[CH:4]=[C:5]([O:8][CH3:9])[CH:6]=[CH:7][C:2]=2[Cl:1])=[N:36][C:35]=1[CH3:45])=[O:33])[CH2:22][NH:23][C:24]([C:26]1[S:27][CH:28]=[CH:29][CH:30]=1)=[O:25]. (5) Given the reactants [CH:1]([CH:3]([CH:9]=O)[C:4]([O:6][CH2:7][CH3:8])=[O:5])=O.[Br:11][C:12]1[CH:13]=[N:14][NH:15][C:16]=1[NH2:17], predict the reaction product. The product is: [Br:11][C:12]1[CH:13]=[N:14][N:15]2[CH:9]=[C:3]([C:4]([O:6][CH2:7][CH3:8])=[O:5])[CH:1]=[N:17][C:16]=12.